This data is from Reaction yield outcomes from USPTO patents with 853,638 reactions. The task is: Predict the reaction yield, written as a fraction of the theoretical maximum amount of product (1.0 means a 100% yield; for example, 0.34 means a 34% yield). (1) The product is [F:25][C:19]1[CH:20]=[CH:21][C:22]([F:24])=[CH:23][C:18]=1[C:13]1[C:12]([CH2:11][O:10][C:7]2[CH:8]=[CH:9][C:4]([C:3]([NH:27][CH:28]3[CH2:33][CH2:32][O:31][CH2:30][CH2:29]3)=[O:26])=[CH:5][N:6]=2)=[C:16]([CH3:17])[O:15][N:14]=1. No catalyst specified. The yield is 0.710. The reactants are CO[C:3](=[O:26])[C:4]1[CH:9]=[CH:8][C:7]([O:10][CH2:11][C:12]2[C:13]([C:18]3[CH:23]=[C:22]([F:24])[CH:21]=[CH:20][C:19]=3[F:25])=[N:14][O:15][C:16]=2[CH3:17])=[N:6][CH:5]=1.[NH2:27][CH:28]1[CH2:33][CH2:32][O:31][CH2:30][CH2:29]1. (2) The reactants are [C:1]([C:5]1[C:6]([NH2:14])=[N:7][N:8]2[CH:13]=[CH:12][CH:11]=[N:10][C:9]=12)([CH3:4])([CH3:3])[CH3:2].[CH:15]1([CH2:20][CH2:21][C:22](Cl)=[O:23])[CH2:19][CH2:18][CH2:17][CH2:16]1. The product is [C:1]([C:5]1[C:6]([NH:14][C:22](=[O:23])[CH2:21][CH2:20][CH:15]2[CH2:19][CH2:18][CH2:17][CH2:16]2)=[N:7][N:8]2[CH:13]=[CH:12][CH:11]=[N:10][C:9]=12)([CH3:4])([CH3:2])[CH3:3]. The catalyst is N1C=CC=CC=1. The yield is 0.770. (3) No catalyst specified. The yield is 0.578. The reactants are [F:1][C:2]1[CH:3]=[C:4]([C:8]2[N:17]=[C:11]3[CH:12]=[C:13]([NH2:16])[CH:14]=[CH:15][N:10]3[N:9]=2)[CH:5]=[CH:6][CH:7]=1.[CH2:18]([O:20][C:21]([C:23]1[CH:24]=[N:25][N:26]([CH3:31])[C:27]=1[C:28](O)=[O:29])=[O:22])[CH3:19]. The product is [CH2:18]([O:20][C:21]([C:23]1[CH:24]=[N:25][N:26]([CH3:31])[C:27]=1[C:28](=[O:29])[NH:16][C:13]1[CH:14]=[CH:15][N:10]2[N:9]=[C:8]([C:4]3[CH:5]=[CH:6][CH:7]=[C:2]([F:1])[CH:3]=3)[N:17]=[C:11]2[CH:12]=1)=[O:22])[CH3:19].